Dataset: Reaction yield outcomes from USPTO patents with 853,638 reactions. Task: Predict the reaction yield, written as a fraction of the theoretical maximum amount of product (1.0 means a 100% yield; for example, 0.34 means a 34% yield). (1) The reactants are BrC1C=C[N:5]=[C:4]2N(C)C(=O)OC=12.C[CH:14]([O:16][C:17]1[CH:22]=[CH:21][CH:20]=[C:19](OC(C)C)[C:18]=1[C:27]1C(P(C2CCCCC2)C2CCCCC2)=CC=CC=1)C.CB(O)[OH:48].P([O-])([O-])([O-])=O.[K+].[K+].[K+]. The catalyst is C1(C)C=CC=CC=1.O.C(OCC)(=O)C.CC([O-])=O.CC([O-])=O.[Pd+2]. The product is [CH3:4][N:5]1[C:22]2[CH:21]=[CH:20][CH:19]=[C:18]([CH3:27])[C:17]=2[O:16][C:14]1=[O:48]. The yield is 0.0800. (2) The reactants are [OH:1][CH:2]([CH2:23][NH:24][C:25]1[CH:30]=[CH:29][CH:28]=[C:27]([O:31][CH3:32])[CH:26]=1)[CH2:3][N:4]1[C:12]2[CH:11]=[CH:10][C:9]([CH3:13])=[CH:8][C:7]=2[C:6]2[CH2:14][N:15]([C:18](OCC)=O)[CH2:16][CH2:17][C:5]1=2.[H-].[H-].[H-].[H-].[Li+].[Al+3].CO. The catalyst is C1COCC1. The product is [CH3:18][N:15]1[CH2:16][CH2:17][C:5]2[N:4]([CH2:3][CH:2]([OH:1])[CH2:23][NH:24][C:25]3[CH:30]=[CH:29][CH:28]=[C:27]([O:31][CH3:32])[CH:26]=3)[C:12]3[CH:11]=[CH:10][C:9]([CH3:13])=[CH:8][C:7]=3[C:6]=2[CH2:14]1. The yield is 0.0500. (3) The reactants are [Cl:1][C:2]1[CH:7]=[C:6]([Cl:8])[CH:5]=[CH:4][C:3]=1[C:9]1[N:10]=[C:11]([CH2:16][C:17]2[CH:22]=[CH:21][C:20]([C:23]3[CH:28]=[CH:27][C:26]([OH:29])=[CH:25][CH:24]=3)=[CH:19][CH:18]=2)[N:12]([CH2:14][CH3:15])[CH:13]=1.C[O:31][C:32](=[O:45])[CH:33]([NH:37]C(OC(C)(C)C)=O)[CH2:34][CH2:35]Br.[CH3:46][S:47](Cl)(=[O:49])=[O:48].CS(N)(=O)=O. No catalyst specified. The product is [Cl:1][C:2]1[CH:7]=[C:6]([Cl:8])[CH:5]=[CH:4][C:3]=1[C:9]1[N:10]=[C:11]([CH2:16][C:17]2[CH:22]=[CH:21][C:20]([C:23]3[CH:24]=[CH:25][C:26]([O:29][CH2:35][CH2:34][C@H:33]([NH:37][S:47]([CH3:46])(=[O:49])=[O:48])[C:32]([OH:31])=[O:45])=[CH:27][CH:28]=3)=[CH:19][CH:18]=2)[N:12]([CH2:14][CH3:15])[CH:13]=1. The yield is 0.480. (4) The reactants are [CH2:1]([N:4]1[CH2:8][C@@:7]([NH2:16])([C:9]2[CH:14]=[CH:13][CH:12]=[C:11]([Br:15])[CH:10]=2)[C@H:6]([CH2:17]O)[CH2:5]1)[CH:2]=[CH2:3].[C:19]([N:27]=[C:28]=[S:29])(=[O:26])[C:20]1[CH:25]=[CH:24][CH:23]=[CH:22][CH:21]=1.C(N1C=CN=C1)(N1C=CN=C1)=O. The catalyst is O1CCCC1. The product is [CH2:1]([N:4]1[CH2:5][C@@H:6]2[C@@:7]([C:9]3[CH:14]=[CH:13][CH:12]=[C:11]([Br:15])[CH:10]=3)([N:16]=[C:28]([NH:27][C:19](=[O:26])[C:20]3[CH:21]=[CH:22][CH:23]=[CH:24][CH:25]=3)[S:29][CH2:17]2)[CH2:8]1)[CH:2]=[CH2:3]. The yield is 0.680.